This data is from Full USPTO retrosynthesis dataset with 1.9M reactions from patents (1976-2016). The task is: Predict the reactants needed to synthesize the given product. (1) The reactants are: [NH2:1][C:2]1[CH:3]=[C:4]([C:8]([NH:10][C@@:11]2([C:16]([O:18]CCCC)=[O:17])[CH2:15][CH2:14][O:13][CH2:12]2)=[O:9])[CH:5]=[N:6][CH:7]=1.[OH-].[Na+]. Given the product [NH2:1][C:2]1[CH:3]=[C:4]([C:8]([NH:10][C@@:11]2([C:16]([OH:18])=[O:17])[CH2:15][CH2:14][O:13][CH2:12]2)=[O:9])[CH:5]=[N:6][CH:7]=1, predict the reactants needed to synthesize it. (2) Given the product [C:25]([O:28][C@H:29]1[CH2:46][CH2:45][C@@:44]2([CH3:47])[C@@H:31]([CH2:32][CH2:33][C@:34]3([CH3:58])[C@@H:43]2[CH2:42][CH2:41][C@H:40]2[C@@:35]3([CH3:57])[CH2:36][CH2:37][C@@:38]3([C:54]([N:1]4[CH2:5][CH2:4][CH2:3][CH:2]4[C:6]4[NH:7][C:8]([C:11]5[CH:16]=[CH:15][C:14]([CH3:17])=[CH:13][CH:12]=5)=[CH:9][N:10]=4)=[O:55])[CH2:50][CH2:49][C@@H:48]([C:51]([CH3:53])=[CH2:52])[C@@H:39]32)[C:30]1([CH3:60])[CH3:59])(=[O:27])[CH3:26], predict the reactants needed to synthesize it. The reactants are: [NH:1]1[CH2:5][CH2:4][CH2:3][C@H:2]1[C:6]1[NH:7][C:8]([C:11]2[CH:16]=[CH:15][C:14]([CH3:17])=[CH:13][CH:12]=2)=[CH:9][N:10]=1.C(N(CC)CC)C.[C:25]([O:28][C@H:29]1[CH2:46][CH2:45][C@@:44]2([CH3:47])[C@@H:31]([CH2:32][CH2:33][C@:34]3([CH3:58])[C@@H:43]2[CH2:42][CH2:41][C@H:40]2[C@@:35]3([CH3:57])[CH2:36][CH2:37][C@@:38]3([C:54](O)=[O:55])[CH2:50][CH2:49][C@@H:48]([C:51]([CH3:53])=[CH2:52])[C@@H:39]32)[C:30]1([CH3:60])[CH3:59])(=[O:27])[CH3:26].